Dataset: Catalyst prediction with 721,799 reactions and 888 catalyst types from USPTO. Task: Predict which catalyst facilitates the given reaction. (1) Reactant: [C:1]1([CH2:7][O:8][C:9]2[CH:14]=[CH:13][C:12]([CH2:15][N:16]3[CH2:22][CH2:21][CH2:20][N:19]([CH2:23][CH2:24][C:25]([O:27]C)=[O:26])[CH2:18][CH2:17]3)=[CH:11][CH:10]=2)[CH:6]=[CH:5][CH:4]=[CH:3][CH:2]=1.[OH-].[Na+].Cl. Product: [C:1]1([CH2:7][O:8][C:9]2[CH:10]=[CH:11][C:12]([CH2:15][N:16]3[CH2:22][CH2:21][CH2:20][N:19]([CH2:23][CH2:24][C:25]([OH:27])=[O:26])[CH2:18][CH2:17]3)=[CH:13][CH:14]=2)[CH:6]=[CH:5][CH:4]=[CH:3][CH:2]=1. The catalyst class is: 24. (2) Reactant: [C@H:1]1([OH:8])[CH2:6][CH2:5][CH2:4][C@H:3]([OH:7])[CH2:2]1.[C:9]([O:13][C:14](=[O:17])[CH2:15]Br)([CH3:12])([CH3:11])[CH3:10]. Product: [C:9]([O:13][C:14](=[O:17])[CH2:15][O:7][C@H:3]1[CH2:4][CH2:5][CH2:6][C@@H:1]([OH:8])[CH2:2]1)([CH3:12])([CH3:11])[CH3:10]. The catalyst class is: 266. (3) Reactant: [CH3:1][C:2]1[O:3][C:4]([C:7]([CH3:18])([C:9]2[CH:14]=[CH:13][C:12]([N+:15]([O-])=O)=[CH:11][CH:10]=2)[CH3:8])=[N:5][N:6]=1. Product: [CH3:18][C:7]([C:9]1[CH:10]=[CH:11][C:12]([NH2:15])=[CH:13][CH:14]=1)([C:4]1[O:3][C:2]([CH3:1])=[N:6][N:5]=1)[CH3:8]. The catalyst class is: 19. (4) Reactant: C[Si]([N-][Si](C)(C)C)(C)C.[K+].[CH:11]1([C:15]#[N:16])[CH2:14][CH2:13][CH2:12]1.F[C:18]1[CH:25]=[CH:24][C:21]([C:22]#[N:23])=[CH:20][CH:19]=1.Cl. Product: [C:15]([C:11]1([C:18]2[CH:25]=[CH:24][C:21]([C:22]#[N:23])=[CH:20][CH:19]=2)[CH2:14][CH2:13][CH2:12]1)#[N:16]. The catalyst class is: 1. (5) Reactant: [C:1]([O:5][C:6]([NH:8][C@H:9]1[CH2:14][CH2:13][C@H:12]([C:15](OC)=[O:16])[CH2:11][CH2:10]1)=[O:7])([CH3:4])([CH3:3])[CH3:2].C1COCC1.[Cl-].[Ca+2].[Cl-].[BH4-].[Na+]. Product: [OH:16][CH2:15][C@H:12]1[CH2:11][CH2:10][C@H:9]([NH:8][C:6](=[O:7])[O:5][C:1]([CH3:3])([CH3:2])[CH3:4])[CH2:14][CH2:13]1. The catalyst class is: 8.